From a dataset of Full USPTO retrosynthesis dataset with 1.9M reactions from patents (1976-2016). Predict the reactants needed to synthesize the given product. (1) The reactants are: [C:1]([C:5]1[CH:9]=[C:8]([NH2:10])[N:7]([C:11]2[CH:16]=[CH:15][CH:14]=[CH:13][CH:12]=2)[N:6]=1)([CH3:4])([CH3:3])[CH3:2].[OH-].[Na+].[C:19](Cl)(=[O:26])[O:20][CH2:21][C:22]([Cl:25])([Cl:24])[Cl:23]. Given the product [Cl:23][C:22]([Cl:25])([Cl:24])[CH2:21][O:20][C:19](=[O:26])[NH:10][C:8]1[N:7]([C:11]2[CH:16]=[CH:15][CH:14]=[CH:13][CH:12]=2)[N:6]=[C:5]([C:1]([CH3:4])([CH3:2])[CH3:3])[CH:9]=1, predict the reactants needed to synthesize it. (2) Given the product [F:26][C:22]1[CH:21]=[C:20]2[C:25](=[CH:24][CH:23]=1)[C:16]([N:8]1[CH2:7][CH2:6][NH:5][CH:4]([CH2:3][O:2][CH3:1])[CH2:9]1)=[CH:17][CH:18]=[CH:19]2, predict the reactants needed to synthesize it. The reactants are: [CH3:1][O:2][CH2:3][CH:4]1[CH2:9][NH:8][CH2:7][CH2:6][NH:5]1.FC(F)(F)S(O[C:16]1[C:25]2[C:20](=[CH:21][C:22]([F:26])=[CH:23][CH:24]=2)[CH:19]=[CH:18][CH:17]=1)(=O)=O. (3) Given the product [F:36][C:37]([F:42])([F:41])[C:38]([OH:40])=[O:39].[Br:26][C:22]1[CH:21]=[C:20]2[NH:19][C:18](=[O:27])[C:10]3([CH:9]([C:28]4[CH:33]=[CH:32][CH:31]=[C:30]([Cl:34])[C:29]=4[F:35])[CH:8]([C:6]([OH:7])=[O:5])[NH:12][CH:11]3[CH2:13][C:14]([CH3:16])([CH3:15])[CH3:17])[C:25]2=[CH:24][CH:23]=1, predict the reactants needed to synthesize it. The reactants are: C([O:5][C:6]([CH:8]1[NH:12][CH:11]([CH2:13][C:14]([CH3:17])([CH3:16])[CH3:15])[C:10]2([C:25]3[C:20](=[CH:21][C:22]([Br:26])=[CH:23][CH:24]=3)[NH:19][C:18]2=[O:27])[CH:9]1[C:28]1[CH:33]=[CH:32][CH:31]=[C:30]([Cl:34])[C:29]=1[F:35])=[O:7])(C)(C)C.[F:36][C:37]([F:42])([F:41])[C:38]([OH:40])=[O:39]. (4) Given the product [F:20][C:2]([F:1])([F:21])[C:3]1[CH:19]=[CH:18][CH:17]=[CH:16][C:4]=1[CH2:5][CH:6]1[CH2:7][CH:8]([C:9]([O:11][CH3:12])=[O:10])[CH2:13][CH2:14][NH:15]1, predict the reactants needed to synthesize it. The reactants are: [F:1][C:2]([F:21])([F:20])[C:3]1[CH:19]=[CH:18][CH:17]=[CH:16][C:4]=1[CH2:5][C:6]1[CH:7]=[C:8]([CH:13]=[CH:14][N:15]=1)[C:9]([O:11][CH3:12])=[O:10]. (5) The reactants are: [H-].[Na+].[CH3:3][NH:4][CH2:5][CH2:6][CH2:7][OH:8].[CH:9]1([C:16]2[N:21]=[C:20]([C:22]3[CH:27]=[N:26][CH:25]=[CH:24][N:23]=3)[N:19]=[C:18]([OH:28])[C:17]=2[C:29]2[C:34]([F:35])=[CH:33][C:32](F)=[CH:31][C:30]=2[F:37])[CH2:15][CH2:14][CH2:13][CH2:12][CH2:11][CH2:10]1.[C:46](O[C:46]([O:48][C:49]([CH3:52])([CH3:51])[CH3:50])=[O:47])([O:48][C:49]([CH3:52])([CH3:51])[CH3:50])=[O:47]. Given the product [CH:9]1([C:16]2[C:17]([C:29]3[C:34]([F:35])=[CH:33][C:32]([O:8][CH2:7][CH2:6][CH2:5][N:4]([CH3:3])[C:46](=[O:47])[O:48][C:49]([CH3:50])([CH3:51])[CH3:52])=[CH:31][C:30]=3[F:37])=[C:18]([OH:28])[N:19]=[C:20]([C:22]3[CH:27]=[N:26][CH:25]=[CH:24][N:23]=3)[N:21]=2)[CH2:15][CH2:14][CH2:13][CH2:12][CH2:11][CH2:10]1, predict the reactants needed to synthesize it.